Dataset: Full USPTO retrosynthesis dataset with 1.9M reactions from patents (1976-2016). Task: Predict the reactants needed to synthesize the given product. (1) Given the product [Br:1][C:2]1[N:7]=[C:6]([C:8]2[CH:13]=[CH:12][CH:11]=[C:10]([C:14]([OH:16])=[O:20])[N:9]=2)[CH:5]=[CH:4][CH:3]=1, predict the reactants needed to synthesize it. The reactants are: [Br:1][C:2]1[N:7]=[C:6]([C:8]2[CH:13]=[CH:12][CH:11]=[C:10]([CH3:14])[N:9]=2)[CH:5]=[CH:4][CH:3]=1.S(=O)(=O)(O)[OH:16].[OH2:20]. (2) Given the product [Br:23][C:22]1[C:14]2[O:13][CH2:12][CH2:11][C@H:10]3[CH2:9][NH:8][CH2:18][CH2:17][N:16]3[C:15]=2[CH:19]=[CH:20][CH:21]=1, predict the reactants needed to synthesize it. The reactants are: C([N:8]1[CH2:18][CH2:17][N:16]2[C@@H:10]([CH2:11][CH2:12][O:13][C:14]3[C:22]([Br:23])=[CH:21][CH:20]=[CH:19][C:15]=32)[CH2:9]1)C1C=CC=CC=1.C(Cl)(=O)OCCCl.CO. (3) Given the product [CH2:1]([CH2:13][NH2:14])[CH2:2][C:3]([P:5]([OH:7])([OH:8])=[O:6])([P:9]([OH:12])([OH:11])=[O:10])[OH:4].[C:18](=[O:19])([O-:21])[O-:20].[Ca+2:16], predict the reactants needed to synthesize it. The reactants are: [CH2:1]([CH2:13][NH2:14])[CH2:2][C:3]([P:9]([OH:12])([OH:11])=[O:10])([P:5]([OH:8])([OH:7])=[O:6])[OH:4].[Cl-].[Ca+2:16].[Cl-].[C:18](=[O:21])([OH:20])[O-:19].[Na+].